Dataset: NCI-60 drug combinations with 297,098 pairs across 59 cell lines. Task: Regression. Given two drug SMILES strings and cell line genomic features, predict the synergy score measuring deviation from expected non-interaction effect. (1) Drug 1: CN1CCC(CC1)COC2=C(C=C3C(=C2)N=CN=C3NC4=C(C=C(C=C4)Br)F)OC. Drug 2: CS(=O)(=O)CCNCC1=CC=C(O1)C2=CC3=C(C=C2)N=CN=C3NC4=CC(=C(C=C4)OCC5=CC(=CC=C5)F)Cl. Cell line: SK-OV-3. Synergy scores: CSS=21.2, Synergy_ZIP=-7.45, Synergy_Bliss=1.18, Synergy_Loewe=-2.04, Synergy_HSA=3.08. (2) Drug 1: COC1=C(C=C2C(=C1)N=CN=C2NC3=CC(=C(C=C3)F)Cl)OCCCN4CCOCC4. Drug 2: CCCCCOC(=O)NC1=NC(=O)N(C=C1F)C2C(C(C(O2)C)O)O. Cell line: NCIH23. Synergy scores: CSS=14.6, Synergy_ZIP=0.520, Synergy_Bliss=1.75, Synergy_Loewe=-11.0, Synergy_HSA=1.74. (3) Drug 1: C(=O)(N)NO. Drug 2: COC1=C2C(=CC3=C1OC=C3)C=CC(=O)O2. Cell line: HOP-92. Synergy scores: CSS=-0.270, Synergy_ZIP=1.64, Synergy_Bliss=-10.5, Synergy_Loewe=-7.82, Synergy_HSA=-11.2. (4) Drug 1: C1=C(C(=O)NC(=O)N1)N(CCCl)CCCl. Drug 2: C1C(C(OC1N2C=NC(=NC2=O)N)CO)O. Cell line: HL-60(TB). Synergy scores: CSS=84.1, Synergy_ZIP=9.25, Synergy_Bliss=8.97, Synergy_Loewe=12.0, Synergy_HSA=14.5. (5) Drug 1: CC1=C(C=C(C=C1)C(=O)NC2=CC(=CC(=C2)C(F)(F)F)N3C=C(N=C3)C)NC4=NC=CC(=N4)C5=CN=CC=C5. Drug 2: COCCOC1=C(C=C2C(=C1)C(=NC=N2)NC3=CC=CC(=C3)C#C)OCCOC.Cl. Cell line: SN12C. Synergy scores: CSS=9.24, Synergy_ZIP=-1.33, Synergy_Bliss=0.432, Synergy_Loewe=0.445, Synergy_HSA=1.51. (6) Drug 1: C1=NC2=C(N=C(N=C2N1C3C(C(C(O3)CO)O)O)F)N. Drug 2: C(=O)(N)NO. Cell line: SNB-19. Synergy scores: CSS=28.3, Synergy_ZIP=-8.72, Synergy_Bliss=-4.57, Synergy_Loewe=-23.2, Synergy_HSA=-3.16. (7) Drug 1: CC1CCC2CC(C(=CC=CC=CC(CC(C(=O)C(C(C(=CC(C(=O)CC(OC(=O)C3CCCCN3C(=O)C(=O)C1(O2)O)C(C)CC4CCC(C(C4)OC)OCCO)C)C)O)OC)C)C)C)OC. Drug 2: CN(C(=O)NC(C=O)C(C(C(CO)O)O)O)N=O. Cell line: COLO 205. Synergy scores: CSS=1.60, Synergy_ZIP=2.79, Synergy_Bliss=4.80, Synergy_Loewe=-17.2, Synergy_HSA=-1.05. (8) Drug 1: CC1C(C(CC(O1)OC2CC(CC3=C2C(=C4C(=C3O)C(=O)C5=C(C4=O)C(=CC=C5)OC)O)(C(=O)C)O)N)O.Cl. Drug 2: CN(C)N=NC1=C(NC=N1)C(=O)N. Cell line: HS 578T. Synergy scores: CSS=9.96, Synergy_ZIP=-3.29, Synergy_Bliss=6.51, Synergy_Loewe=-5.36, Synergy_HSA=4.96.